This data is from Ames mutagenicity test results for genotoxicity prediction. The task is: Regression/Classification. Given a drug SMILES string, predict its toxicity properties. Task type varies by dataset: regression for continuous values (e.g., LD50, hERG inhibition percentage) or binary classification for toxic/non-toxic outcomes (e.g., AMES mutagenicity, cardiotoxicity, hepatotoxicity). Dataset: ames. (1) The drug is Nc1c2ccccc2cc2ccccc12. The result is 1 (mutagenic). (2) The molecule is CNc1ccc2ncc(-c3ccccc3)nc2c1C. The result is 1 (mutagenic). (3) The drug is CC(=O)Nc1ccc(Oc2ccc(N(O)C(C)=O)cc2)cc1. The result is 1 (mutagenic). (4) The compound is Cc1ccc(OC[C@H]2CO2)cc1. The result is 1 (mutagenic). (5) The drug is CC/C(C)=N\O. The result is 1 (mutagenic). (6) The compound is Cc1cccc2cc3ccccc3cc12. The result is 0 (non-mutagenic).